This data is from Catalyst prediction with 721,799 reactions and 888 catalyst types from USPTO. The task is: Predict which catalyst facilitates the given reaction. (1) Reactant: Cl[C:2]1[CH:7]=[CH:6][N:5]=[C:4]2[CH:8]=[C:9]([I:11])[S:10][C:3]=12.C(=O)([O-])[O-].[Cs+].[Cs+].[Cl:18][C:19]1[N:24]=[CH:23][C:22]([OH:25])=[CH:21][CH:20]=1. Product: [Cl:18][C:19]1[N:24]=[CH:23][C:22]([O:25][C:2]2[CH:7]=[CH:6][N:5]=[C:4]3[CH:8]=[C:9]([I:11])[S:10][C:3]=23)=[CH:21][CH:20]=1. The catalyst class is: 3. (2) Reactant: [CH3:1][C:2]1[CH:11]=[CH:10][C:9]2[C:4](=[CH:5][CH:6]=[CH:7][CH:8]=2)[C:3]=1[C:12]([O:14][CH3:15])=[O:13].FC(F)(F)C(O)=O.[Br:23]N1C(C)(C)C(=O)N(Br)C1=O.S(=O)(=O)(O)O.C([O-])(=O)C.[Na+]. Product: [Br:23][C:5]1[CH:6]=[CH:7][CH:8]=[C:9]2[C:4]=1[C:3]([C:12]([O:14][CH3:15])=[O:13])=[C:2]([CH3:1])[CH:11]=[CH:10]2. The catalyst class is: 15. (3) Reactant: O1[C:5]2([CH2:10][CH2:9][CH:8]([N:11]3[C:16](=[O:17])[C:15]([CH2:18][C:19]4[CH:24]=[CH:23][C:22]([C:25]5[C:26]([C:31]#[N:32])=[CH:27][CH:28]=[CH:29][CH:30]=5)=[CH:21][C:20]=4[F:33])=[C:14]([CH2:34][CH2:35][CH3:36])[N:13]4[N:37]=[CH:38][CH:39]=[C:12]34)[CH2:7][CH2:6]2)[O:4]CC1.Cl.[OH-].[Na+]. Product: [F:33][C:20]1[CH:21]=[C:22]([C:25]2[C:26]([C:31]#[N:32])=[CH:27][CH:28]=[CH:29][CH:30]=2)[CH:23]=[CH:24][C:19]=1[CH2:18][C:15]1[C:16](=[O:17])[N:11]([C@H:8]2[CH2:9][CH2:10][C@H:5]([OH:4])[CH2:6][CH2:7]2)[C:12]2[N:13]([N:37]=[CH:38][CH:39]=2)[C:14]=1[CH2:34][CH2:35][CH3:36]. The catalyst class is: 54.